Dataset: Full USPTO retrosynthesis dataset with 1.9M reactions from patents (1976-2016). Task: Predict the reactants needed to synthesize the given product. (1) Given the product [CH3:17][C:3]1[C:4]([C:13]([O:15][CH3:16])=[O:14])=[C:5]([C:7]2[CH:12]=[CH:11][CH:10]=[CH:9][CH:8]=2)[NH:6][C:2]=1[C:21]1[CH:22]=[CH:23][N:18]=[CH:19][CH:20]=1, predict the reactants needed to synthesize it. The reactants are: Br[C:2]1[NH:6][C:5]([C:7]2[CH:12]=[CH:11][CH:10]=[CH:9][CH:8]=2)=[C:4]([C:13]([O:15][CH3:16])=[O:14])[C:3]=1[CH3:17].[N:18]1[CH:23]=[CH:22][C:21](B(O)O)=[CH:20][CH:19]=1.C([O-])(O)=O.[Na+]. (2) Given the product [C:1]([C:4]1[C:12]2[C:7](=[CH:8][C:9]([C:13]([O:15][CH3:24])=[O:14])=[CH:10][CH:11]=2)[N:6]([CH2:16][C:17]([OH:19])=[O:18])[CH:5]=1)(=[O:3])[CH3:2], predict the reactants needed to synthesize it. The reactants are: [C:1]([C:4]1[C:12]2[C:7](=[CH:8][C:9]([C:13]([O-:15])=[O:14])=[CH:10][CH:11]=2)[N:6]([CH2:16][C:17]([O:19]C(C)(C)C)=[O:18])[CH:5]=1)(=[O:3])[CH3:2].[C:24](O)(C(F)(F)F)=O. (3) The reactants are: C([N:3]1[CH2:8][CH2:7][N:6]([C:9]2[C:18]3[C:13](=[CH:14][CH:15]=[CH:16][CH:17]=3)[CH:12]=[C:11]([C:19]3[CH:24]=[CH:23][C:22]([S:25]([CH3:28])(=[O:27])=[O:26])=[CH:21][CH:20]=3)[N:10]=2)[CH2:5][CH2:4]1)=O.[OH-].[Na+]. Given the product [N:6]1([C:9]2[C:18]3[C:13](=[CH:14][CH:15]=[CH:16][CH:17]=3)[CH:12]=[C:11]([C:19]3[CH:20]=[CH:21][C:22]([S:25]([CH3:28])(=[O:27])=[O:26])=[CH:23][CH:24]=3)[N:10]=2)[CH2:7][CH2:8][NH:3][CH2:4][CH2:5]1, predict the reactants needed to synthesize it. (4) Given the product [N+:23]([C:18]1[CH:19]=[CH:20][CH:21]=[CH:22][C:17]=1[C@@H:13]([OH:12])[CH:14]([CH3:15])[CH3:16])([O-:25])=[O:24], predict the reactants needed to synthesize it. The reactants are: [C@]12(C)C(C)(C)C(CC1)CC2C([O:12][C@H:13]([C:17]1[CH:22]=[CH:21][CH:20]=[CH:19][C:18]=1[N+:23]([O-:25])=[O:24])[CH:14]([CH3:16])[CH3:15])=O.C([O-])([O-])=O.[K+].[K+]. (5) Given the product [CH:24]1([CH2:23][CH2:22][N:21]2[C:13]3[N:14]=[C:15]([C:19]#[N:20])[N:16]=[CH:17][C:12]=3[CH:11]=[C:10]2[CH2:30][N:6]2[CH2:7][CH2:8][C@@H:4]([O:3][CH3:2])[CH2:5]2)[CH2:25][CH2:26][CH2:27][CH2:28][CH2:29]1, predict the reactants needed to synthesize it. The reactants are: Cl.[CH3:2][O:3][C@@H:4]1[CH2:8][CH2:7][NH:6][CH2:5]1.Br[C:10]1[N:21]([CH2:22][CH2:23][CH:24]2[CH2:29][CH2:28][CH2:27][CH2:26][CH2:25]2)[C:13]2[N:14]=[C:15]([C:19]#[N:20])[N:16]=[C:17](C)[C:12]=2[CH:11]=1.[C:30](=O)([O-])[O-].[K+].[K+]. (6) Given the product [F:22][C:21]1[C:16]([N:10]2[CH:11]=[C:12]([CH:13]=[O:14])[C:8]([CH3:7])=[N:9]2)=[N:17][CH:18]=[CH:19][CH:20]=1, predict the reactants needed to synthesize it. The reactants are: C(O)(C)(C)C.[K].[CH3:7][C:8]1[C:12]([CH:13]=[O:14])=[CH:11][NH:10][N:9]=1.F[C:16]1[C:21]([F:22])=[CH:20][CH:19]=[CH:18][N:17]=1.